This data is from Catalyst prediction with 721,799 reactions and 888 catalyst types from USPTO. The task is: Predict which catalyst facilitates the given reaction. Reactant: [F:1][C:2]1[CH:3]=[C:4]([CH:10]=[C:11]([F:13])[CH:12]=1)[CH:5]=[CH:6][C:7]([OH:9])=[O:8].S(=O)(=O)(O)O. Product: [F:1][C:2]1[CH:3]=[C:4]([CH2:5][CH2:6][C:7]([OH:9])=[O:8])[CH:10]=[C:11]([F:13])[CH:12]=1. The catalyst class is: 304.